Regression. Given two drug SMILES strings and cell line genomic features, predict the synergy score measuring deviation from expected non-interaction effect. From a dataset of NCI-60 drug combinations with 297,098 pairs across 59 cell lines. (1) Drug 1: CC1=C(C=C(C=C1)C(=O)NC2=CC(=CC(=C2)C(F)(F)F)N3C=C(N=C3)C)NC4=NC=CC(=N4)C5=CN=CC=C5. Drug 2: C1CN(P(=O)(OC1)NCCCl)CCCl. Cell line: EKVX. Synergy scores: CSS=0.699, Synergy_ZIP=1.32, Synergy_Bliss=2.83, Synergy_Loewe=2.62, Synergy_HSA=1.53. (2) Drug 1: C1CN(CCN1C(=O)CCBr)C(=O)CCBr. Drug 2: CC12CCC3C(C1CCC2OP(=O)(O)O)CCC4=C3C=CC(=C4)OC(=O)N(CCCl)CCCl.[Na+]. Cell line: CCRF-CEM. Synergy scores: CSS=54.5, Synergy_ZIP=-4.39, Synergy_Bliss=-11.0, Synergy_Loewe=-40.2, Synergy_HSA=-11.1. (3) Drug 1: CN1CCC(CC1)COC2=C(C=C3C(=C2)N=CN=C3NC4=C(C=C(C=C4)Br)F)OC. Drug 2: CC(C)CN1C=NC2=C1C3=CC=CC=C3N=C2N. Cell line: MOLT-4. Synergy scores: CSS=8.79, Synergy_ZIP=-2.18, Synergy_Bliss=0.212, Synergy_Loewe=-7.21, Synergy_HSA=-2.11. (4) Drug 1: CS(=O)(=O)CCNCC1=CC=C(O1)C2=CC3=C(C=C2)N=CN=C3NC4=CC(=C(C=C4)OCC5=CC(=CC=C5)F)Cl. Drug 2: CCN(CC)CCCC(C)NC1=C2C=C(C=CC2=NC3=C1C=CC(=C3)Cl)OC. Cell line: HCT116. Synergy scores: CSS=40.1, Synergy_ZIP=-1.93, Synergy_Bliss=1.56, Synergy_Loewe=-10.4, Synergy_HSA=3.09. (5) Drug 1: C1=NC2=C(N1)C(=S)N=CN2. Drug 2: C1C(C(OC1N2C=NC3=C2NC=NCC3O)CO)O. Cell line: NCI/ADR-RES. Synergy scores: CSS=32.6, Synergy_ZIP=-1.00, Synergy_Bliss=-2.76, Synergy_Loewe=-10.8, Synergy_HSA=-2.07. (6) Drug 1: CC1C(C(CC(O1)OC2CC(OC(C2O)C)OC3=CC4=CC5=C(C(=O)C(C(C5)C(C(=O)C(C(C)O)O)OC)OC6CC(C(C(O6)C)O)OC7CC(C(C(O7)C)O)OC8CC(C(C(O8)C)O)(C)O)C(=C4C(=C3C)O)O)O)O. Drug 2: CC(C)(C#N)C1=CC(=CC(=C1)CN2C=NC=N2)C(C)(C)C#N. Cell line: MOLT-4. Synergy scores: CSS=12.5, Synergy_ZIP=0.600, Synergy_Bliss=2.05, Synergy_Loewe=-11.5, Synergy_HSA=-1.77.